Dataset: Forward reaction prediction with 1.9M reactions from USPTO patents (1976-2016). Task: Predict the product of the given reaction. (1) Given the reactants Br[C:2]1[CH:22]=[C:21]([CH3:23])[C:5]([O:6][C:7]2[C:12]([CH3:13])=[C:11]([NH:14][CH:15]([CH2:18][CH3:19])[CH2:16][CH3:17])[CH:10]=[C:9]([CH3:20])[N:8]=2)=[C:4]([CH3:24])[CH:3]=1.C([Li])CCC.C1C[O:33][CH2:32]C1, predict the reaction product. The product is: [CH2:16]([CH:15]([NH:14][C:11]1[CH:10]=[C:9]([CH3:20])[N:8]=[C:7]([O:6][C:5]2[C:21]([CH3:23])=[CH:22][C:2]([CH:32]=[O:33])=[CH:3][C:4]=2[CH3:24])[C:12]=1[CH3:13])[CH2:18][CH3:19])[CH3:17]. (2) Given the reactants Br[C:2]1[C:7](=[O:8])[N:6]([CH:9]2[CH2:13][CH2:12][CH2:11][CH2:10]2)[CH:5]=[C:4]([C:14]([O:16][CH3:17])=[O:15])[CH:3]=1.[NH:18]1[CH2:22][CH2:21][CH2:20][CH2:19]1.C(=O)([O-])[O-].[Cs+].[Cs+], predict the reaction product. The product is: [CH:9]1([N:6]2[C:7](=[O:8])[C:2]([N:18]3[CH2:22][CH2:21][CH2:20][CH2:19]3)=[CH:3][C:4]([C:14]([O:16][CH3:17])=[O:15])=[CH:5]2)[CH2:13][CH2:12][CH2:11][CH2:10]1. (3) Given the reactants [CH3:1][O:2][C:3]1[CH:8]=[N:7][C:6]([C:9]2[CH:10]=[N:11][CH:12]=[N:13][CH:14]=2)=[C:5]2[NH:15][CH:16]=[C:17]([C:18](=[O:22])[C:19]([OH:21])=O)[C:4]=12.Cl.[C:24]1([N:30]2[C:34]([N:35]3[CH2:40][CH2:39][NH:38][CH2:37][CH2:36]3)=[N:33][N:32]=[N:31]2)[CH:29]=[CH:28][CH:27]=[CH:26][CH:25]=1.F[B-](F)(F)F.N1(OC(N(C)C)=[N+](C)C)C2C=CC=CC=2N=N1.C(N(CC)C(C)C)(C)C, predict the reaction product. The product is: [CH3:1][O:2][C:3]1[CH:8]=[N:7][C:6]([C:9]2[CH:10]=[N:11][CH:12]=[N:13][CH:14]=2)=[C:5]2[NH:15][CH:16]=[C:17]([C:18](=[O:22])[C:19]([N:38]3[CH2:39][CH2:40][N:35]([C:34]4[N:30]([C:24]5[CH:29]=[CH:28][CH:27]=[CH:26][CH:25]=5)[N:31]=[N:32][N:33]=4)[CH2:36][CH2:37]3)=[O:21])[C:4]=12. (4) The product is: [CH3:23][O:22][C:19]1[CH:18]=[CH:17][C:16]([C:10]2[CH2:11][O:12][C:13]3[C:8]([CH:9]=2)=[CH:7][CH:6]=[C:5]([OH:4])[C:14]=3[CH3:15])=[CH:21][CH:20]=1. Given the reactants C([O:4][C:5]1[C:14]([CH3:15])=[C:13]2[C:8]([CH:9]=[C:10]([C:16]3[CH:21]=[CH:20][C:19]([O:22][CH3:23])=[CH:18][CH:17]=3)[CH2:11][O:12]2)=[CH:7][CH:6]=1)(=O)C.N1C=CN=C1.CC1C(O)=CC=C2C=1OCC(C1C=CC(O)=CC=1)=C2, predict the reaction product. (5) The product is: [F:16][CH:15]([F:17])[O:14][C:11]1[CH:10]=[CH:9][C:8]([CH:4]([NH2:1])[CH:5]([CH3:7])[CH3:6])=[CH:13][CH:12]=1. Given the reactants [N:1]([CH:4]([C:8]1[CH:13]=[CH:12][C:11]([O:14][CH:15]([F:17])[F:16])=[CH:10][CH:9]=1)[CH:5]([CH3:7])[CH3:6])=[N+]=[N-], predict the reaction product. (6) The product is: [C:2]([C:7]1[O:11][C:10]([CH2:12][N:13]2[N:17]=[C:16]([NH:18][C:31]([C:27]3[N:28]=[CH:29][O:30][C:26]=3[C:23]3[CH:24]=[CH:25][C:20]([Cl:19])=[CH:21][CH:22]=3)=[O:32])[CH:15]=[N:14]2)=[CH:9][CH:8]=1)(=[O:6])[CH3:1]. Given the reactants [CH3:1][C:2]1([C:7]2[O:11][C:10]([CH2:12][N:13]3[N:17]=[C:16]([NH2:18])[CH:15]=[N:14]3)=[CH:9][CH:8]=2)[O:6]CCO1.[Cl:19][C:20]1[CH:25]=[CH:24][C:23]([C:26]2[O:30][CH:29]=[N:28][C:27]=2[C:31](O)=[O:32])=[CH:22][CH:21]=1, predict the reaction product.